Dataset: Reaction yield outcomes from USPTO patents with 853,638 reactions. Task: Predict the reaction yield, written as a fraction of the theoretical maximum amount of product (1.0 means a 100% yield; for example, 0.34 means a 34% yield). The product is [F:1][C:2]1[CH:7]=[CH:6][C:5]([CH:8]2[C:17]([CH3:30])([C:18]3[N:22]([CH3:23])[N:21]=[CH:20][N:19]=3)[C:16](=[O:24])[C:15]3[C:14]([C:25]([O:27][CH2:28][CH3:29])=[O:26])=[CH:13][CH:12]=[CH:11][C:10]=3[NH:9]2)=[CH:4][CH:3]=1. The catalyst is CN(C)C=O. The reactants are [F:1][C:2]1[CH:7]=[CH:6][C:5]([CH:8]2[CH:17]([C:18]3[N:22]([CH3:23])[N:21]=[CH:20][N:19]=3)[C:16](=[O:24])[C:15]3[C:14]([C:25]([O:27][CH2:28][CH3:29])=[O:26])=[CH:13][CH:12]=[CH:11][C:10]=3[NH:9]2)=[CH:4][CH:3]=1.[C:30](=O)([O-])[O-].[K+].[K+].IC. The yield is 0.770.